This data is from Full USPTO retrosynthesis dataset with 1.9M reactions from patents (1976-2016). The task is: Predict the reactants needed to synthesize the given product. (1) Given the product [CH:27]([O:16][C:15](=[O:17])[C@@H:14]([NH:13][C@@H:8]([C:5]1[CH:4]=[CH:3][C:2]([Br:1])=[CH:7][CH:6]=1)[C:9]([F:12])([F:11])[F:10])[CH2:18][CH:19]([CH3:21])[CH3:20])([CH3:29])[CH3:28], predict the reactants needed to synthesize it. The reactants are: [Br:1][C:2]1[CH:7]=[CH:6][C:5]([C@H:8]([NH:13][C@@H:14]([CH2:18][CH:19]([CH3:21])[CH3:20])[C:15]([OH:17])=[O:16])[C:9]([F:12])([F:11])[F:10])=[CH:4][CH:3]=1.S(=O)(=O)(O)O.[CH:27](O)([CH3:29])[CH3:28]. (2) Given the product [CH:31]([C:34]1[CH:35]=[C:36]([CH:37]=[CH:38][C:39]=1[O:40][CH3:41])[O:1][C:2]1[C:16]([CH3:17])=[CH:15][C:5]2[C:6]([CH2:9][C:10]([O:12][CH2:13][CH3:14])=[O:11])=[CH:7][O:8][C:4]=2[C:3]=1[CH3:18])([CH3:33])[CH3:32], predict the reactants needed to synthesize it. The reactants are: [OH:1][C:2]1[C:16]([CH3:17])=[CH:15][C:5]2[C:6]([CH2:9][C:10]([O:12][CH2:13][CH3:14])=[O:11])=[CH:7][O:8][C:4]=2[C:3]=1[CH3:18].C(N(CC)CC)C.F[B-](F)(F)F.[CH:31]([C:34]1[CH:35]=[C:36]([I+][C:36]2[CH:37]=[CH:38][C:39]([O:40][CH3:41])=[C:34]([CH:31]([CH3:33])[CH3:32])[CH:35]=2)[CH:37]=[CH:38][C:39]=1[O:40][CH3:41])([CH3:33])[CH3:32]. (3) Given the product [BrH:17].[CH3:13][O:14][CH2:15][CH2:16][N:9]1[CH:8]=[C:7]([CH:4]2[CH2:3][CH2:2][O:1][CH2:6][CH2:5]2)[S:11][C:10]1=[NH:12], predict the reactants needed to synthesize it. The reactants are: [O:1]1[CH2:6][CH2:5][CH:4]([C:7]2[S:11][C:10]([NH2:12])=[N:9][CH:8]=2)[CH2:3][CH2:2]1.[CH3:13][O:14][CH2:15][CH2:16][Br:17]. (4) Given the product [CH3:1][O:2][C:3](=[O:28])[CH2:4][C:5]1[CH:10]=[CH:9][C:8]([C:11]#[C:12][C:13]2[CH:22]=[C:21]([CH:23]=[CH2:24])[C:20]3[CH:19]([N:32]([CH:29]4[CH2:31][CH2:30]4)[CH3:33])[CH2:18][CH2:17][C:16]([CH3:27])([CH3:26])[C:15]=3[CH:14]=2)=[CH:7][CH:6]=1, predict the reactants needed to synthesize it. The reactants are: [CH3:1][O:2][C:3](=[O:28])[CH2:4][C:5]1[CH:10]=[CH:9][C:8]([C:11]#[C:12][C:13]2[CH:22]=[C:21]([CH:23]=[CH2:24])[C:20]3[C:19](=O)[CH2:18][CH2:17][C:16]([CH3:27])([CH3:26])[C:15]=3[CH:14]=2)=[CH:7][CH:6]=1.[CH:29]1([NH2:32])[CH2:31][CH2:30]1.[C:33]([BH3-])#N.[Na+].C(=O)([O-])[O-].[K+].[K+].CI. (5) Given the product [Cl:1][C:2]1[CH:3]=[CH:4][C:5]([C:8]2[CH:13]=[CH:12][N:11]3[N:14]=[CH:15][C:16]([C:17]#[C:18][C:20]4[S:24][C:23]([S:25]([NH2:28])(=[O:27])=[O:26])=[CH:22][CH:21]=4)=[C:10]3[N:9]=2)=[CH:6][CH:7]=1, predict the reactants needed to synthesize it. The reactants are: [Cl:1][C:2]1[CH:7]=[CH:6][C:5]([C:8]2[CH:13]=[CH:12][N:11]3[N:14]=[CH:15][C:16]([C:17]#[CH:18])=[C:10]3[N:9]=2)=[CH:4][CH:3]=1.Br[C:20]1[S:24][C:23]([S:25]([NH2:28])(=[O:27])=[O:26])=[CH:22][CH:21]=1. (6) Given the product [Br:1][C:2]1[CH:3]=[CH:4][C:5]([CH3:11])=[C:6]([C:8](=[O:10])[CH2:9][C:15]([CH:12]2[CH2:14][CH2:13]2)=[O:16])[CH:7]=1, predict the reactants needed to synthesize it. The reactants are: [Br:1][C:2]1[CH:3]=[CH:4][C:5]([CH3:11])=[C:6]([C:8](=[O:10])[CH3:9])[CH:7]=1.[CH:12]1([C:15](OC)=[O:16])[CH2:14][CH2:13]1.C[O-].[Na+]. (7) Given the product [O:1]=[C:2]1[NH:3][C:4]2[C:9](/[C:10]/1=[CH:32]\[C:28]1[CH:27]=[C:26]3[C:31]([C:23](/[CH:22]=[CH:21]/[C:18]4[CH:17]=[CH:16][N:15]=[CH:20][CH:19]=4)=[N:24][NH:25]3)=[CH:30][CH:29]=1)=[CH:8][CH:7]=[CH:6][C:5]=2[NH:11][C:12](=[O:14])[CH3:13], predict the reactants needed to synthesize it. The reactants are: [O:1]=[C:2]1[CH2:10][C:9]2[C:4](=[C:5]([NH:11][C:12](=[O:14])[CH3:13])[CH:6]=[CH:7][CH:8]=2)[NH:3]1.[N:15]1[CH:20]=[CH:19][C:18](/[CH:21]=[CH:22]/[C:23]2[C:31]3[C:26](=[CH:27][C:28]([CH:32]=O)=[CH:29][CH:30]=3)[N:25](COCC[Si](C)(C)C)[N:24]=2)=[CH:17][CH:16]=1.